From a dataset of Catalyst prediction with 721,799 reactions and 888 catalyst types from USPTO. Predict which catalyst facilitates the given reaction. (1) Reactant: [CH:1]1([C@H:4]([NH:8][C@H:9]([C:11]2[CH:16]=[CH:15][CH:14]=[CH:13][CH:12]=2)[CH3:10])[C:5]([OH:7])=[O:6])[CH2:3][CH2:2]1.[CH3:17][Si](C=[N+]=[N-])(C)C.C([O-])(O)=O.[Na+]. Product: [CH3:17][O:6][C:5](=[O:7])[C@H:4]([CH:1]1[CH2:3][CH2:2]1)[NH:8][C@H:9]([C:11]1[CH:16]=[CH:15][CH:14]=[CH:13][CH:12]=1)[CH3:10]. The catalyst class is: 5. (2) Reactant: S(Cl)(Cl)=O.[Br:5][C:6]1[CH:11]=[CH:10][C:9]([F:12])=[CH:8][C:7]=1[CH2:13][C:14]([OH:16])=O.[CH3:17][NH2:18]. Product: [Br:5][C:6]1[CH:11]=[CH:10][C:9]([F:12])=[CH:8][C:7]=1[CH2:13][C:14]([NH:18][CH3:17])=[O:16]. The catalyst class is: 11. (3) Product: [C:1](=[O:30])([O:7][C:8]1[CH:13]=[CH:12][C:11]([C:14]2[CH:19]=[C:18]([O:20][CH3:21])[CH:17]=[CH:16][C:15]=2[F:22])=[C:10]([CH2:23][CH2:24][C:25]([O:28][CH3:29])([CH3:27])[CH3:26])[CH:9]=1)[O:2][C:3]([CH3:6])([CH3:5])[CH3:4]. The catalyst class is: 586. Reactant: [C:1](=[O:30])([O:7][C:8]1[CH:13]=[CH:12][C:11]([C:14]2[CH:19]=[C:18]([O:20][CH3:21])[CH:17]=[CH:16][C:15]=2[F:22])=[C:10]([C:23]#[C:24][C:25]([O:28][CH3:29])([CH3:27])[CH3:26])[CH:9]=1)[O:2][C:3]([CH3:6])([CH3:5])[CH3:4]. (4) Reactant: [CH3:1][O:2][C:3]1[CH:4]=[C:5]2[C:10](=[CH:11][C:12]=1[O:13][CH3:14])[N:9]=[CH:8][CH:7]=[C:6]2[O:15][C:16]1[CH:22]=[CH:21][C:19]([NH2:20])=[C:18]([CH3:23])[C:17]=1[CH3:24].Cl[C:26](Cl)([O:28][C:29](=[O:35])OC(Cl)(Cl)Cl)Cl.[CH2:37](O)[CH:38]=C.C(=O)(O)[O-].[Na+]. Product: [CH3:1][O:2][C:3]1[CH:4]=[C:5]2[C:10](=[CH:11][C:12]=1[O:13][CH3:14])[N:9]=[CH:8][CH:7]=[C:6]2[O:15][C:16]1[CH:22]=[CH:21][C:19]([NH:20][C:29](=[O:35])[O:28][CH2:26][CH:37]=[CH2:38])=[C:18]([CH3:23])[C:17]=1[CH3:24]. The catalyst class is: 208. (5) The catalyst class is: 13. Reactant: [OH:1][CH2:2][CH2:3][N:4](C)[C:5](=O)OC(C)(C)C.[F:13][C:14]1[CH:15]=[C:16]([CH:20]=[CH:21][C:22]=1[F:23])[C:17]([Cl:19])=[O:18].N1C=CC=CC=1. Product: [ClH:19].[F:13][C:14]1[CH:15]=[C:16]([CH:20]=[CH:21][C:22]=1[F:23])[C:17]([O:1][CH2:2][CH2:3][NH:4][CH3:5])=[O:18].